This data is from Full USPTO retrosynthesis dataset with 1.9M reactions from patents (1976-2016). The task is: Predict the reactants needed to synthesize the given product. (1) Given the product [CH2:29]([O:28][CH:23]1[CH:22]([NH:21][C:20]([CH:16]2[CH2:17][CH2:18][CH2:19][N:15]2[C:13](=[O:14])[CH:8]([NH:7][C:6](=[O:5])[C:58]2[CH:62]=[CH:63][C:55]([NH2:54])=[C:56]([Cl:64])[CH:57]=2)[C:9]([CH3:12])([CH3:10])[CH3:11])=[O:36])[CH2:26][C:25](=[O:27])[O:24]1)[C:30]1[CH:31]=[CH:32][CH:33]=[CH:34][CH:35]=1, predict the reactants needed to synthesize it. The reactants are: C([O:5][C:6](=O)[NH:7][CH:8]([C:13]([N:15]1[CH2:19][CH2:18][CH2:17][CH:16]1[C:20](=[O:36])[NH:21][CH:22]1[CH2:26][C:25](=[O:27])[O:24][CH:23]1[O:28][CH2:29][C:30]1[CH:35]=[CH:34][CH:33]=[CH:32][CH:31]=1)=[O:14])[C:9]([CH3:12])([CH3:11])[CH3:10])(C)(C)C.C(O)(C(F)(F)F)=O.CCN(C(C)C)C(C)C.[NH2:54][C:55]1[CH:63]=[CH:62][C:58](C(O)=O)=[CH:57][C:56]=1[Cl:64].C1C=CC2N(O)N=NC=2C=1.C(Cl)CCl. (2) Given the product [O:1]1[CH2:7][CH:6]([N:8]2[C:12]3[C:13]4[CH:18]=[CH:17][C:16]([C:19]5[C:20]([O:27][CH3:28])=[N:21][C:22]([CH3:26])=[CH:23][C:24]=5[CH3:25])=[CH:15][C:14]=4[NH:29][C:32](=[O:33])[C:11]=3[CH:10]=[N:9]2)[CH2:5][O:4][CH2:3][CH2:2]1, predict the reactants needed to synthesize it. The reactants are: [O:1]1[CH2:7][CH:6]([N:8]2[C:12]([C:13]3[CH:18]=[CH:17][C:16]([C:19]4[C:20]([O:27][CH3:28])=[N:21][C:22]([CH3:26])=[CH:23][C:24]=4[CH3:25])=[CH:15][C:14]=3[N+:29]([O-])=O)=[C:11]([C:32](OCC)=[O:33])[CH:10]=[N:9]2)[CH2:5][O:4][CH2:3][CH2:2]1.O.C(OCC)(=O)C. (3) Given the product [CH:14]1([CH2:17][N:18]([CH2:19][CH2:20][CH3:21])[C:2]2[CH:9]=[CH:8][C:7]([C:10]([F:13])([F:12])[F:11])=[CH:6][C:3]=2[CH:4]=[O:5])[CH2:16][CH2:15]1, predict the reactants needed to synthesize it. The reactants are: F[C:2]1[CH:9]=[CH:8][C:7]([C:10]([F:13])([F:12])[F:11])=[CH:6][C:3]=1[CH:4]=[O:5].[CH:14]1([CH2:17][NH:18][CH2:19][CH2:20][CH3:21])[CH2:16][CH2:15]1.C(=O)([O-])[O-].[K+].[K+].O. (4) Given the product [Cl:1][C:2]([F:34])([F:35])[O:3][C:4]1[C:5]([F:33])=[C:6]([F:32])[CH:7]=[C:8]2[C:13]=1[N:12]([C:14]1[CH:19]=[CH:18][C:17]([CH2:20][N:21]([CH2:25][CH3:24])[CH2:22][CH3:23])=[CH:16][CH:15]=1)[CH:11]=[C:10]([C:26]([O:28][CH2:29][CH3:30])=[O:27])[C:9]2=[O:31], predict the reactants needed to synthesize it. The reactants are: [Cl:1][C:2]([F:35])([F:34])[O:3][C:4]1[C:5]([F:33])=[C:6]([F:32])[CH:7]=[C:8]2[C:13]=1[N:12]([C:14]1[CH:19]=[CH:18][C:17]([CH2:20][N:21]3[CH2:25][CH2:24][CH2:23][CH2:22]3)=[CH:16][CH:15]=1)[CH:11]=[C:10]([C:26]([O:28][CH2:29][CH3:30])=[O:27])[C:9]2=[O:31].C(N(CC1C=CC(N)=CC=1)CC)C.